From a dataset of Full USPTO retrosynthesis dataset with 1.9M reactions from patents (1976-2016). Predict the reactants needed to synthesize the given product. (1) Given the product [CH:26]1([CH2:25][C@H:3]([NH:2][C:36]([C:35]2[O:31][N:32]=[CH:33][CH:34]=2)=[O:37])[C:4](=[O:5])[NH:6][C@H:7]2[CH2:13][CH2:12][C@@H:11]([CH3:14])[N:10]([S:15]([C:18]3[CH:23]=[CH:22][CH:21]=[CH:20][N:19]=3)(=[O:16])=[O:17])[CH2:9][C:8]2=[O:24])[CH2:27][CH2:28][CH2:29][CH2:30]1, predict the reactants needed to synthesize it. The reactants are: Cl.[NH2:2][C@@H:3]([CH2:25][CH:26]1[CH2:30][CH2:29][CH2:28][CH2:27]1)[C:4]([NH:6][C@H:7]1[CH2:13][CH2:12][C@@H:11]([CH3:14])[N:10]([S:15]([C:18]2[CH:23]=[CH:22][CH:21]=[CH:20][N:19]=2)(=[O:17])=[O:16])[CH2:9][C@@H:8]1[OH:24])=[O:5].[O:31]1[C:35]([C:36](O)=[O:37])=[CH:34][CH:33]=[N:32]1.CC(OI1(OC(C)=O)(OC(C)=O)OC(=O)C2C=CC=CC1=2)=O. (2) The reactants are: [CH:1]1([CH2:4][O:5][C:6]2[CH:7]=[CH:8][C:9]([C:12]#[CH:13])=[N:10][CH:11]=2)[CH2:3][CH2:2]1.I[C:15]1[CH:32]=[CH:31][C:18]([O:19][CH2:20][C@@H:21]([NH:23][C:24](=[O:30])[O:25][C:26]([CH3:29])([CH3:28])[CH3:27])[CH3:22])=[CH:17][CH:16]=1.C(N(CC)CC)C. Given the product [CH:1]1([CH2:4][O:5][C:6]2[CH:7]=[CH:8][C:9]([C:12]#[C:13][C:15]3[CH:32]=[CH:31][C:18]([O:19][CH2:20][C@@H:21]([NH:23][C:24](=[O:30])[O:25][C:26]([CH3:27])([CH3:28])[CH3:29])[CH3:22])=[CH:17][CH:16]=3)=[N:10][CH:11]=2)[CH2:2][CH2:3]1, predict the reactants needed to synthesize it. (3) Given the product [Cl:16][CH2:11][C:9]1[CH:8]=[CH:7][C:5]2[O:6][C:2]([F:13])([F:1])[O:3][C:4]=2[CH:10]=1, predict the reactants needed to synthesize it. The reactants are: [F:1][C:2]1([F:13])[O:6][C:5]2[CH:7]=[CH:8][C:9]([CH2:11]O)=[CH:10][C:4]=2[O:3]1.S(Cl)([Cl:16])=O. (4) The reactants are: [NH2:1][CH2:2][C:3]1([OH:26])[CH2:8][CH2:7][N:6]([CH2:9][C:10]2[CH:15]=[C:14]([Br:16])[CH:13]=[CH:12][C:11]=2[O:17][CH2:18][C:19]2[CH:24]=[CH:23][C:22]([Cl:25])=[CH:21][CH:20]=2)[CH2:5][CH2:4]1.CCN(CC)CC.[F:34][C:35]1[CH:40]=[CH:39][CH:38]=[C:37]([F:41])[C:36]=1[N:42]=[C:43]=[O:44]. Given the product [Br:16][C:14]1[CH:13]=[CH:12][C:11]([O:17][CH2:18][C:19]2[CH:20]=[CH:21][C:22]([Cl:25])=[CH:23][CH:24]=2)=[C:10]([CH2:9][N:6]2[CH2:7][CH2:8][C:3]([CH2:2][NH:1][C:43]([NH:42][C:36]3[C:37]([F:41])=[CH:38][CH:39]=[CH:40][C:35]=3[F:34])=[O:44])([OH:26])[CH2:4][CH2:5]2)[CH:15]=1, predict the reactants needed to synthesize it. (5) Given the product [OH:20][CH2:19][C:16]1([C:6]2[C:7]([O:12][CH2:13][O:14][CH3:15])=[CH:8][CH:9]=[C:10]([CH3:11])[C:5]=2[OH:4])[CH2:17][CH2:18]1, predict the reactants needed to synthesize it. The reactants are: COC[O:4][C:5]1[C:10]([CH3:11])=[CH:9][CH:8]=[C:7]([O:12][CH2:13][O:14][CH3:15])[C:6]=1[C:16]1([C:19](OCC)=[O:20])[CH2:18][CH2:17]1.O.[H-].[Na+].C(Cl)OC. (6) Given the product [Br:9][CH2:1][C:2]1[S:6][C:5]([C:7]#[N:8])=[CH:4][CH:3]=1, predict the reactants needed to synthesize it. The reactants are: [CH3:1][C:2]1[S:6][C:5]([C:7]#[N:8])=[CH:4][CH:3]=1.[Br:9]N1C(=O)CCC1=O. (7) Given the product [NH2:15][C@H:10]1[CH2:11][CH2:12][CH2:13][CH2:14][C@H:9]1[NH:8][C:6]1[N:7]=[C:2]([NH:28][C:26]2[CH:25]=[N:24][CH:23]=[C:22]([F:21])[CH:27]=2)[C:3]([C:19]([NH2:20])=[O:30])=[N:4][CH:5]=1, predict the reactants needed to synthesize it. The reactants are: Cl[C:2]1[N:7]=[C:6]([NH:8][C@@H:9]2[CH2:14][CH2:13][CH2:12][CH2:11][C@@H:10]2[NH:15]C(=O)[O-])[CH:5]=[N:4][C:3]=1[C:19]#[N:20].[F:21][C:22]1[CH:23]=[N:24][CH:25]=[C:26]([NH2:28])[CH:27]=1.C(=O)([O-])[O-:30].[Cs+].[Cs+].C1C=CC(P(C2C(C3C(P(C4C=CC=CC=4)C4C=CC=CC=4)=CC=C4C=3C=CC=C4)=C3C(C=CC=C3)=CC=2)C2C=CC=CC=2)=CC=1.OS(O)(=O)=O. (8) Given the product [CH2:1]([N:8]1[CH2:13][CH2:12][CH:11]([N:14]2[C:18]3=[N:19][CH:20]=[N:21][C:22]([NH2:26])=[C:17]3[C:16]([Br:24])=[N:15]2)[CH2:10][CH2:9]1)[C:2]1[CH:7]=[CH:6][CH:5]=[CH:4][CH:3]=1, predict the reactants needed to synthesize it. The reactants are: [CH2:1]([N:8]1[CH2:13][CH2:12][CH:11]([N:14]2[C:18]3=[N:19][CH:20]=[N:21][C:22](Cl)=[C:17]3[C:16]([Br:24])=[N:15]2)[CH2:10][CH2:9]1)[C:2]1[CH:7]=[CH:6][CH:5]=[CH:4][CH:3]=1.[OH-].[NH4+:26].